From a dataset of Reaction yield outcomes from USPTO patents with 853,638 reactions. Predict the reaction yield, written as a fraction of the theoretical maximum amount of product (1.0 means a 100% yield; for example, 0.34 means a 34% yield). The reactants are Cl.Cl[C:3]1[N:8]=[C:7]([NH:9][C:10]2[CH:15]=[CH:14][C:13]([N+:16]([O-:18])=[O:17])=[CH:12][CH:11]=2)[CH:6]=[CH:5][N:4]=1.[CH2:19]([NH2:22])[CH2:20][OH:21].CCN(C(C)C)C(C)C. The catalyst is CCCCO. The product is [N+:16]([C:13]1[CH:14]=[CH:15][C:10]([NH:9][C:7]2[N:8]=[CH:3][N:4]=[C:5]([NH:22][CH2:19][CH2:20][OH:21])[CH:6]=2)=[CH:11][CH:12]=1)([O-:18])=[O:17]. The yield is 0.940.